Dataset: Catalyst prediction with 721,799 reactions and 888 catalyst types from USPTO. Task: Predict which catalyst facilitates the given reaction. (1) Reactant: [CH3:1][C:2]1[CH:7]=[C:6]([C:8]([F:17])([C:13]([F:16])([F:15])[F:14])[C:9]([F:12])([F:11])[F:10])[CH:5]=[CH:4][C:3]=1[NH2:18].[S-:19][C:20]#[N:21].[K+].BrBr. Product: [CH3:1][C:2]1[CH:7]=[C:6]([C:8]([F:17])([C:9]([F:10])([F:11])[F:12])[C:13]([F:14])([F:15])[F:16])[CH:5]=[C:4]([S:19][C:20]#[N:21])[C:3]=1[NH2:18]. The catalyst class is: 15. (2) Reactant: [Cl:1][C:2]1[C:9]([CH3:10])=[C:8]([CH:11]=O)[CH:7]=[CH:6][C:3]=1[C:4]#[N:5].N1C=CC=CC=1.Cl.[NH2:20][OH:21]. Product: [Cl:1][C:2]1[C:9]([CH3:10])=[C:8](/[CH:11]=[N:20]/[OH:21])[CH:7]=[CH:6][C:3]=1[C:4]#[N:5]. The catalyst class is: 1.